From a dataset of Full USPTO retrosynthesis dataset with 1.9M reactions from patents (1976-2016). Predict the reactants needed to synthesize the given product. (1) Given the product [Cl:1][C:2]1[CH:3]=[C:4]([NH:8][C:9]2[N:14]=[C:13]([CH:15]([CH3:16])[CH3:17])[C:12]([C:18]([OH:20])=[O:19])=[CH:11][N:10]=2)[CH:5]=[CH:6][CH:7]=1, predict the reactants needed to synthesize it. The reactants are: [Cl:1][C:2]1[CH:3]=[C:4]([NH:8][C:9]2[N:14]=[C:13]([CH:15]([CH3:17])[CH3:16])[C:12]([C:18]([O:20]CC)=[O:19])=[CH:11][N:10]=2)[CH:5]=[CH:6][CH:7]=1.[OH-].[K+]. (2) Given the product [F:45][C:39]1[CH:40]=[CH:41][C:42]([F:44])=[CH:43][C:38]=1[C@H:37]1[O:36][C:35](=[O:46])[NH:34][C@@H:33]1[C:29]1[CH:30]=[N:31][CH:32]=[C:27]([C:6]#[C:7][CH:8]2[CH2:9][CH2:14][O:15][CH2:16][CH2:12]2)[CH:28]=1, predict the reactants needed to synthesize it. The reactants are: CN(C)CC#C[C:6]1[CH:7]=[C:8]([C@@H:12]2[C@@H:16](C3C=CC=C(F)C=3)[O:15][C:14](=O)N2)[CH:9]=NC=1.Br[C:27]1[CH:28]=[C:29]([C@@H:33]2[C@@H:37]([C:38]3[CH:43]=[C:42]([F:44])[CH:41]=[CH:40][C:39]=3[F:45])[O:36][C:35](=[O:46])[NH:34]2)[CH:30]=[N:31][CH:32]=1.C(C1CCOCC1)#C. (3) Given the product [F:49][C:50]1([F:56])[CH2:55][CH2:54][N:53]([C:24]([C:19]2[NH:20][C:21]3[C:17]([CH:18]=2)=[CH:16][C:15]([C:13]([N:9]2[CH2:10][CH2:11][CH2:12][C@@H:8]2[CH2:7][N:2]2[CH2:3][CH2:4][CH2:5][CH2:6]2)=[O:14])=[CH:23][CH:22]=3)=[O:26])[CH2:52][CH2:51]1, predict the reactants needed to synthesize it. The reactants are: Cl.[N:2]1([CH2:7][C@H:8]2[CH2:12][CH2:11][CH2:10][N:9]2[C:13]([C:15]2[CH:16]=[C:17]3[C:21](=[CH:22][CH:23]=2)[NH:20][C:19]([C:24]([OH:26])=O)=[CH:18]3)=[O:14])[CH2:6][CH2:5][CH2:4][CH2:3]1.F[B-](F)(F)F.N1(OC(N(C)C)=[N+](C)C)C2C=CC=CC=2N=N1.[F:49][C:50]1([F:56])[CH2:55][CH2:54][NH:53][CH2:52][CH2:51]1.C(N(CC)C(C)C)(C)C. (4) Given the product [CH2:1]([N:3]1[C:12]2[C:7](=[CH:8][C:9]([CH2:13][CH:14]=[CH2:15])=[CH:10][CH:11]=2)[C:6](=[O:16])[C:5]([C:17]([OH:19])=[O:18])=[CH:4]1)[CH3:2], predict the reactants needed to synthesize it. The reactants are: [CH2:1]([N:3]1[C:12]2[C:7](=[CH:8][C:9]([CH2:13][CH:14]=[CH2:15])=[CH:10][CH:11]=2)[C:6](=[O:16])[C:5]([C:17]([O:19]CC)=[O:18])=[CH:4]1)[CH3:2].[OH-].[Na+]. (5) Given the product [C:42]([NH:46][C:5]1[N:4]=[C:3]([O:2][CH3:1])[C:8]([C:9]2[CH:14]=[CH:13][C:12]([O:15][C:16]3[CH:21]=[CH:20][N:19]=[C:18]([C:22]4[CH:23]=[N:24][N:25]([CH3:27])[CH:26]=4)[CH:17]=3)=[C:11]([CH3:28])[N:10]=2)=[CH:7][N:6]=1)([CH3:45])([CH3:44])[CH3:43], predict the reactants needed to synthesize it. The reactants are: [CH3:1][O:2][C:3]1[C:8]([C:9]2[CH:14]=[CH:13][C:12]([O:15][C:16]3[CH:21]=[CH:20][N:19]=[C:18]([C:22]4[CH:23]=[N:24][N:25]([CH3:27])[CH:26]=4)[CH:17]=3)=[C:11]([CH3:28])[N:10]=2)=[CH:7][N:6]=[C:5](SC)[N:4]=1.C1C=C(Cl)C=C(C(OO)=O)C=1.[C:42]([NH2:46])([CH3:45])([CH3:44])[CH3:43]. (6) Given the product [C:1]([O:4][C:5]1[C:6]([C:14]#[C:13][C:15]2[CH:20]=[CH:19][C:18]([F:21])=[CH:17][CH:16]=2)=[N:7][C:8]([Br:11])=[CH:9][CH:10]=1)(=[O:3])[CH3:2], predict the reactants needed to synthesize it. The reactants are: [C:1]([O:4][C:5]1[C:6](I)=[N:7][C:8]([Br:11])=[CH:9][CH:10]=1)(=[O:3])[CH3:2].[C:13]([C:15]1[CH:20]=[CH:19][C:18]([F:21])=[CH:17][CH:16]=1)#[CH:14].N#N.